From a dataset of Drug-target binding data from BindingDB using Ki measurements. Regression. Given a target protein amino acid sequence and a drug SMILES string, predict the binding affinity score between them. We predict pKi (pKi = -log10(Ki in M); higher means stronger inhibition). Dataset: bindingdb_ki. The small molecule is COC[C@H]1CCCN1c1ccc2c(c1)OC[C@H]1[C@H](CNC(=O)c3ccc(Cl)s3)OC(=O)N21. The target protein (Q63207) has sequence MESPVRLSLLYVVLASLLLPGRSVFINRERANNVLQRIRRANSFFEEIKKGNLERECVEEICSFEEAREVFEDNEKTTEFWNKYEDGDQCESSPCQNQGECRDGLGSYTCTCTEGFEGKNCELFVRKLCSLDNGDCDQFCREEQNSVVCSCAKGYFLGNDGKSCLSTAPFPCGKTNKGRAKRSVALNTSNSEPDPEDLMPDADILYPTESPSELLNLNKTEPEANSDDVIRIVGGQECKRGECPWQALLFSDEETDGFCGGTILNEFYILTAAHCLHQAKRFKVRVGDLNTEQEDGGEMVHEVDMIIKHNKFQRDTYDFDIAMLRLKTPITFRENVAPACLPQKDWAEATLMTQKTGIVSGFGRTHEKGRQSKVLKMMEVPYVDRNTCRLSTSFSITQNMFCAGYDAKQEDACQGDSGGPHVTRFKDTYFVTGIVSWGEGCARKGKYGIYTKVTAFLKWIDRSMKARVGPTSETPRLTHPPY. The pKi is 7.7.